The task is: Predict the reactants needed to synthesize the given product.. This data is from Full USPTO retrosynthesis dataset with 1.9M reactions from patents (1976-2016). (1) Given the product [NH2:1][C:2]1[CH:3]=[C:4]([CH:21]=[CH:22][CH:23]=1)[C:5]([N:7]1[CH2:8][CH2:9][CH:10]([C:13]2[CH:20]=[CH:19][C:16]([C:17]#[N:18])=[CH:15][CH:14]=2)[CH2:11][CH2:12]1)=[O:6], predict the reactants needed to synthesize it. The reactants are: [NH2:1][C:2]1[CH:3]=[C:4]([CH:21]=[CH:22][C:23]=1C)[C:5]([N:7]1[CH2:12][CH2:11][CH:10]([C:13]2[CH:20]=[CH:19][C:16]([C:17]#[N:18])=[CH:15][CH:14]=2)[CH2:9][CH2:8]1)=[O:6].NC1C=C(C=CC=1)C(O)=O.C(C1C=CC(C2CCNCC2)=CC=1)#N. (2) Given the product [CH2:38]([CH:33]([CH2:34][CH2:35][CH2:36][CH3:37])[CH2:32][O:31][C:29](=[O:30])[CH2:28][CH2:27][S:26][C:12]1[N:8]([C:3]2[CH:4]=[CH:5][CH:6]=[CH:7][C:2]=2[F:1])[N:9]=[C:10]([C:21]([O:23][CH2:24][CH3:25])=[O:22])[CH:11]=1)[CH3:39], predict the reactants needed to synthesize it. The reactants are: [F:1][C:2]1[CH:7]=[CH:6][CH:5]=[CH:4][C:3]=1[N:8]1[C:12](OS(C(F)(F)F)(=O)=O)=[CH:11][C:10]([C:21]([O:23][CH2:24][CH3:25])=[O:22])=[N:9]1.[SH:26][CH2:27][CH2:28][C:29]([O:31][CH2:32][CH:33]([CH2:38][CH3:39])[CH2:34][CH2:35][CH2:36][CH3:37])=[O:30].C(=O)([O-])[O-].[Cs+].[Cs+].S([O-])([O-])(=O)=O.[Mg+2]. (3) Given the product [F:1][C:2]1[CH:3]=[CH:4][C:5]([C:8]2[O:9][C:10]3[CH:20]=[CH:19][C:18]([C:21]4[CH:22]=[C:23]([C:24](=[O:25])[NH:40][C:37]5([C:33]6[N:34]=[CH:35][O:36][C:32]=6[CH3:31])[CH2:39][CH2:38]5)[CH:27]=[CH:28][C:29]=4[CH3:30])=[CH:17][C:11]=3[C:12]=2[C:13]([NH:14][CH3:15])=[O:16])=[CH:6][CH:7]=1, predict the reactants needed to synthesize it. The reactants are: [F:1][C:2]1[CH:7]=[CH:6][C:5]([C:8]2[O:9][C:10]3[CH:20]=[CH:19][C:18]([C:21]4[CH:22]=[C:23]([CH:27]=[CH:28][C:29]=4[CH3:30])[C:24](O)=[O:25])=[CH:17][C:11]=3[C:12]=2[C:13](=[O:16])[NH:14][CH3:15])=[CH:4][CH:3]=1.[CH3:31][C:32]1[O:36][CH:35]=[N:34][C:33]=1[C:37]1([NH2:40])[CH2:39][CH2:38]1.CCN=C=NCCCN(C)C.Cl.C1C=CC2N(O)N=NC=2C=1.